Dataset: Full USPTO retrosynthesis dataset with 1.9M reactions from patents (1976-2016). Task: Predict the reactants needed to synthesize the given product. (1) Given the product [CH2:1]([O:8][C:9](=[O:15])[CH2:10][CH2:11][C:12]([Cl:24])=[O:13])[C:2]1[CH:7]=[CH:6][CH:5]=[CH:4][CH:3]=1, predict the reactants needed to synthesize it. The reactants are: [CH2:1]([O:8][C:9](=[O:15])[CH2:10][CH2:11][C:12](O)=[O:13])[C:2]1[CH:7]=[CH:6][CH:5]=[CH:4][CH:3]=1.O1CCCC1.C(Cl)(=O)C([Cl:24])=O. (2) Given the product [CH:1]([C:4]1[CH:5]=[CH:6][C:7]([O:8][CH:9]([CH2:15][C:16]2[CH:17]=[CH:18][C:19]([O:22][CH2:23][CH2:24][NH:25][C:26]([C:28]3[CH:29]=[CH:30][C:31]([C:34]4[CH:35]=[CH:36][C:37]([O:40][CH3:41])=[CH:38][CH:39]=4)=[N:32][CH:33]=3)=[O:27])=[CH:20][CH:21]=2)[C:10]([OH:12])=[O:11])=[CH:42][CH:43]=1)([CH3:3])[CH3:2], predict the reactants needed to synthesize it. The reactants are: [CH:1]([C:4]1[CH:43]=[CH:42][C:7]([O:8][CH:9]([CH2:15][C:16]2[CH:21]=[CH:20][C:19]([O:22][CH2:23][CH2:24][NH:25][C:26]([C:28]3[CH:29]=[CH:30][C:31]([C:34]4[CH:39]=[CH:38][C:37]([O:40][CH3:41])=[CH:36][CH:35]=4)=[N:32][CH:33]=3)=[O:27])=[CH:18][CH:17]=2)[C:10]([O:12]CC)=[O:11])=[CH:6][CH:5]=1)([CH3:3])[CH3:2].[OH-].[Na+]. (3) Given the product [C:30]([C:33]1[CH:38]=[CH:37][CH:36]=[CH:35][C:34]=1[O:29][CH:8]([C:5]1[CH:4]=[CH:3][C:2]([Cl:1])=[CH:7][CH:6]=1)[CH2:9][CH2:10][N:11]1[CH2:16][CH2:15][CH:14]([C:17]2[CH:18]=[C:19]([NH:23][C:24](=[O:28])[CH:25]([CH3:26])[CH3:27])[CH:20]=[CH:21][CH:22]=2)[CH2:13][CH2:12]1)(=[O:32])[CH3:31], predict the reactants needed to synthesize it. The reactants are: [Cl:1][C:2]1[CH:7]=[CH:6][C:5]([CH:8]([OH:29])[CH2:9][CH2:10][N:11]2[CH2:16][CH2:15][CH:14]([C:17]3[CH:18]=[C:19]([NH:23][C:24](=[O:28])[CH:25]([CH3:27])[CH3:26])[CH:20]=[CH:21][CH:22]=3)[CH2:13][CH2:12]2)=[CH:4][CH:3]=1.[C:30]([C:33]1[CH:38]=[CH:37][CH:36]=[CH:35][C:34]=1O)(=[O:32])[CH3:31]. (4) Given the product [Cl:28][C:2]([Cl:1])([Cl:27])[CH2:3][O:4][C:5]([C@@H:7]1[CH2:12][CH2:11][CH2:10][N:9]([C:13](=[O:15])[C@@H:44]([NH:43][C:41]([O:40][C:36]([CH3:39])([CH3:38])[CH3:37])=[O:42])[CH2:48][O:49][Si:50]([C:63]([CH3:66])([CH3:65])[CH3:64])([C:57]2[CH:58]=[CH:59][CH:60]=[CH:61][CH:62]=2)[C:51]2[CH:56]=[CH:55][CH:54]=[CH:53][CH:52]=2)[NH:8]1)=[O:6], predict the reactants needed to synthesize it. The reactants are: [Cl:1][C:2]([Cl:28])([Cl:27])[CH2:3][O:4][C:5]([C@@H:7]1[CH2:12][CH2:11][CH2:10][N:9]([C:13]([O:15]C(C)(C)C)=O)[N:8]1C(OC(C)(C)C)=O)=[O:6].FC(F)(F)C(O)=O.[C:36]([O:40][C:41]([NH:43][C@@H:44]([CH2:48][O:49][Si:50]([C:63]([CH3:66])([CH3:65])[CH3:64])([C:57]1[CH:62]=[CH:61][CH:60]=[CH:59][CH:58]=1)[C:51]1[CH:56]=[CH:55][CH:54]=[CH:53][CH:52]=1)C(O)=O)=[O:42])([CH3:39])([CH3:38])[CH3:37].C(N(CC)C(C)C)(C)C.C[NH3+].F[P-](F)(F)(F)(F)F.N1(OC(N(C)C)=[N+](C)C)C2N=CC=CC=2N=N1.F[P-](F)(F)(F)(F)F. (5) Given the product [NH:1]1[C:2]2[C:3](=[N:4][CH:5]=[CH:6][CH:7]=2)[CH2:8][C:9]1=[O:11], predict the reactants needed to synthesize it. The reactants are: [NH2:1][C:2]1[C:3]([CH2:8][C:9]([O:11]CC)=O)=[N:4][CH:5]=[CH:6][CH:7]=1.Cl.